Task: Predict the reaction yield, written as a fraction of the theoretical maximum amount of product (1.0 means a 100% yield; for example, 0.34 means a 34% yield).. Dataset: Reaction yield outcomes from USPTO patents with 853,638 reactions The reactants are [CH3:1][C:2]1[C:6]([CH2:7][N:8]2[CH:12]=[C:11]([N:13]3[C:17](=[O:18])[C:16]([CH3:20])([CH3:19])[NH:15][C:14]3=[O:21])[CH:10]=[N:9]2)=[C:5]([CH3:22])[O:4][N:3]=1.Br[CH2:24][C:25]1[CH:30]=[CH:29][CH:28]=[C:27]([O:31][CH3:32])[CH:26]=1. No catalyst specified. The product is [CH3:1][C:2]1[C:6]([CH2:7][N:8]2[CH:12]=[C:11]([N:13]3[C:17](=[O:18])[C:16]([CH3:19])([CH3:20])[N:15]([CH2:24][C:25]4[CH:30]=[CH:29][CH:28]=[C:27]([O:31][CH3:32])[CH:26]=4)[C:14]3=[O:21])[CH:10]=[N:9]2)=[C:5]([CH3:22])[O:4][N:3]=1. The yield is 0.300.